Dataset: Peptide-MHC class II binding affinity with 134,281 pairs from IEDB. Task: Regression. Given a peptide amino acid sequence and an MHC pseudo amino acid sequence, predict their binding affinity value. This is MHC class II binding data. (1) The peptide sequence is IDGKSRKECPFSNRV. The MHC is HLA-DQA10501-DQB10402 with pseudo-sequence HLA-DQA10501-DQB10402. The binding affinity (normalized) is 0. (2) The peptide sequence is LSVTEQSEFYFPRAP. The MHC is DRB1_1201 with pseudo-sequence DRB1_1201. The binding affinity (normalized) is 0.385. (3) The peptide sequence is VCGMFTNRSGSQQWR. The MHC is DRB1_0901 with pseudo-sequence DRB1_0901. The binding affinity (normalized) is 0.246.